From a dataset of Full USPTO retrosynthesis dataset with 1.9M reactions from patents (1976-2016). Predict the reactants needed to synthesize the given product. (1) The reactants are: [CH2:1]([C:3]1[C:8](=[O:9])[NH:7][C:6]([CH3:10])=[C:5]([C:11]2[CH:16]=[C:15]([C:17]([OH:19])=O)[CH:14]=[CH:13][N:12]=2)[CH:4]=1)[CH3:2].[CH:20]1([NH2:25])[CH2:24][CH2:23][CH2:22][CH2:21]1. Given the product [CH:20]1([NH:25][C:17]([C:15]2[CH:14]=[CH:13][N:12]=[C:11]([C:5]3[CH:4]=[C:3]([CH2:1][CH3:2])[C:8](=[O:9])[NH:7][C:6]=3[CH3:10])[CH:16]=2)=[O:19])[CH2:24][CH2:23][CH2:22][CH2:21]1, predict the reactants needed to synthesize it. (2) The reactants are: O[C:2](=[CH:8][C:9]1[CH:14]=[CH:13][CH:12]=[CH:11][CH:10]=1)[C:3]([O:5][CH2:6][CH3:7])=[O:4].N1C=CC=CC=1.[F:21][C:22]([F:35])([F:34])[S:23]([O:26]S(C(F)(F)F)(=O)=O)(=[O:25])=[O:24].[ClH:36].C([O-])(O)=O.[Na+]. Given the product [Cl:36][C:11]1[CH:10]=[C:9]([CH:14]=[CH:13][C:12]=1[O:26][S:23]([C:22]([F:35])([F:34])[F:21])(=[O:24])=[O:25])/[CH:8]=[CH:2]/[C:3]([O:5][CH2:6][CH3:7])=[O:4], predict the reactants needed to synthesize it. (3) Given the product [CH3:1][N:2]1[C:6]2[CH:7]=[CH:8][C:9]([CH:24]=[O:25])=[CH:10][C:5]=2[O:4][C:3]1=[O:11], predict the reactants needed to synthesize it. The reactants are: [CH3:1][N:2]1[C:6]2[CH:7]=[CH:8][CH:9]=[CH:10][C:5]=2[O:4][C:3]1=[O:11].C1N2CN3CN(C2)CN1C3.FC(F)(F)[C:24](O)=[O:25]. (4) Given the product [C:40]([C:39]1[CH:42]=[CH:43][C:36]([C:33]2[CH:34]=[CH:35][N:31]([CH2:30][C@@H:29]([NH:28][C:12]([C:9]3[CH:8]=[C:7]([C:5]4[CH:4]=[N:3][N:2]([CH3:1])[CH:6]=4)[O:11][N:10]=3)=[O:14])[CH3:45])[N:32]=2)=[CH:37][C:38]=1[CH3:44])#[N:41], predict the reactants needed to synthesize it. The reactants are: [CH3:1][N:2]1[CH:6]=[C:5]([C:7]2[O:11][N:10]=[C:9]([C:12]([OH:14])=O)[CH:8]=2)[CH:4]=[N:3]1.C1C=CC2N(O)N=NC=2C=1.N=C=N.[NH2:28][C@@H:29]([CH3:45])[CH2:30][N:31]1[CH:35]=[CH:34][C:33]([C:36]2[CH:43]=[CH:42][C:39]([C:40]#[N:41])=[C:38]([CH3:44])[CH:37]=2)=[N:32]1. (5) Given the product [Cl:1][C:2]1[C:3]([N:16]([CH3:17])[CH:18]2[CH2:23][CH2:22][N:21]([C:27]3[CH:28]=[CH:29][C:30]([C:33]#[N:34])=[CH:31][N:32]=3)[CH2:20][CH:19]2[CH2:24][CH3:25])=[N:4][C:5]([NH:8][C:9]2[CH:13]=[C:12]([CH3:14])[N:11]([CH3:15])[N:10]=2)=[N:6][CH:7]=1, predict the reactants needed to synthesize it. The reactants are: [Cl:1][C:2]1[C:3]([N:16]([CH:18]2[CH2:23][CH2:22][NH:21][CH2:20][CH:19]2[CH2:24][CH3:25])[CH3:17])=[N:4][C:5]([NH:8][C:9]2[CH:13]=[C:12]([CH3:14])[N:11]([CH3:15])[N:10]=2)=[N:6][CH:7]=1.Cl[C:27]1[N:32]=[CH:31][C:30]([C:33]#[N:34])=[CH:29][CH:28]=1. (6) The reactants are: [C:1]1([C:7]2[C:16]([C:17]3[CH:22]=[CH:21][CH:20]=[CH:19][CH:18]=3)=[N:15][C:14]3[C:9](=[CH:10][CH:11]=[CH:12][C:13]=3[NH:23][C:24]3[CH:29]=[CH:28][C:27]([N+:30]([O-])=O)=[CH:26][CH:25]=3)[N:8]=2)[CH:6]=[CH:5][CH:4]=[CH:3][CH:2]=1. Given the product [C:1]1([C:7]2[C:16]([C:17]3[CH:22]=[CH:21][CH:20]=[CH:19][CH:18]=3)=[N:15][C:14]3[C:9](=[CH:10][CH:11]=[CH:12][C:13]=3[NH:23][C:24]3[CH:25]=[CH:26][C:27]([NH2:30])=[CH:28][CH:29]=3)[N:8]=2)[CH:2]=[CH:3][CH:4]=[CH:5][CH:6]=1, predict the reactants needed to synthesize it. (7) Given the product [Cl:1][C:2]1[N:11]=[C:10]([C:22]2[CH:21]=[CH:20][CH:19]=[C:18]3[C:23]=2[C:15]([CH3:14])=[CH:16][N:17]3[S:33]([C:36]2[CH:42]=[CH:41][C:39]([CH3:40])=[CH:38][CH:37]=2)(=[O:35])=[O:34])[CH:9]=[C:8]([CH3:13])[C:3]=1[C:4]([O:6][CH3:7])=[O:5], predict the reactants needed to synthesize it. The reactants are: [Cl:1][C:2]1[N:11]=[C:10](Cl)[CH:9]=[C:8]([CH3:13])[C:3]=1[C:4]([O:6][CH3:7])=[O:5].[CH3:14][C:15]1[C:23]2[C:18](=[CH:19][CH:20]=[CH:21][C:22]=2B2OC(C)(C)C(C)(C)O2)[N:17]([S:33]([C:36]2[CH:42]=[CH:41][C:39]([CH3:40])=[CH:38][CH:37]=2)(=[O:35])=[O:34])[CH:16]=1.[F-].[Cs+].